From a dataset of Forward reaction prediction with 1.9M reactions from USPTO patents (1976-2016). Predict the product of the given reaction. (1) The product is: [CH2:33]([O:40][C:2]1[N:7]=[CH:6][C:5]([C:8]2[CH:13]=[C:12]([CH2:14][CH3:15])[CH:11]=[CH:10][C:9]=2[C:16]([C:18]2[CH:23]=[CH:22][C:21]([CH2:24][CH3:25])=[CH:20][C:19]=2[C:26]2[CH:27]=[N:28][C:29]([O:43][CH2:5][C:8]3[CH:13]=[CH:12][CH:11]=[CH:10][CH:9]=3)=[CH:30][CH:31]=2)=[O:17])=[CH:4][CH:3]=1)[C:34]1[CH:39]=[CH:38][CH:37]=[CH:36][CH:35]=1. Given the reactants Cl[C:2]1[N:7]=[CH:6][C:5]([C:8]2[CH:13]=[C:12]([CH2:14][CH3:15])[CH:11]=[CH:10][C:9]=2[C:16]([C:18]2[CH:23]=[CH:22][C:21]([CH2:24][CH3:25])=[CH:20][C:19]=2[C:26]2[CH:27]=[N:28][C:29](Cl)=[CH:30][CH:31]=2)=[O:17])=[CH:4][CH:3]=1.[CH2:33]([OH:40])[C:34]1[CH:39]=[CH:38][CH:37]=[CH:36][CH:35]=1.[H-].[Na+].[OH2:43], predict the reaction product. (2) The product is: [OH:2][C:3]1[CH:7]=[CH:6][S:5][C:4]=1[C:8]1[C:12]2[CH:13]=[C:14]([N:17]3[C:22](=[O:23])[CH:21]=[C:20]([C:24]([F:27])([F:26])[F:25])[N:19]([CH3:28])[C:18]3=[O:29])[CH:15]=[CH:16][C:11]=2[S:10][N:9]=1. Given the reactants C[O:2][C:3]1[CH:7]=[CH:6][S:5][C:4]=1[C:8]1[C:12]2[CH:13]=[C:14]([N:17]3[C:22](=[O:23])[CH:21]=[C:20]([C:24]([F:27])([F:26])[F:25])[N:19]([CH3:28])[C:18]3=[O:29])[CH:15]=[CH:16][C:11]=2[S:10][N:9]=1.B(Cl)(Cl)Cl.Cl, predict the reaction product. (3) Given the reactants [F:1][C:2]1[CH:11]=[C:10]([NH:12][S:13]([C:16]2[CH:21]=[CH:20][C:19]([CH2:22][NH:23][CH3:24])=[CH:18][CH:17]=2)(=[O:15])=[O:14])[CH:9]=[CH:8][C:3]=1[C:4]([O:6]C)=[O:5].C(N(CC)CC)C.[C:32](O[C:32]([O:34][C:35]([CH3:38])([CH3:37])[CH3:36])=[O:33])([O:34][C:35]([CH3:38])([CH3:37])[CH3:36])=[O:33], predict the reaction product. The product is: [C:35]([O:34][C:32]([N:23]([CH2:22][C:19]1[CH:18]=[CH:17][C:16]([S:13]([NH:12][C:10]2[CH:9]=[CH:8][C:3]([C:4]([OH:6])=[O:5])=[C:2]([F:1])[CH:11]=2)(=[O:14])=[O:15])=[CH:21][CH:20]=1)[CH3:24])=[O:33])([CH3:38])([CH3:37])[CH3:36]. (4) Given the reactants [N:1]1[CH:6]=[CH:5][C:4]([C:7]2[CH:12]=[CH:11][C:10]([NH2:13])=[CH:9][CH:8]=2)=[CH:3][CH:2]=1.[N:14]([CH2:17][C:18]1[CH:23]=[CH:22][CH:21]=[CH:20][CH:19]=1)=[C:15]=[O:16], predict the reaction product. The product is: [CH2:17]([NH:14][C:15]([NH:13][C:10]1[CH:11]=[CH:12][C:7]([C:4]2[CH:5]=[CH:6][N:1]=[CH:2][CH:3]=2)=[CH:8][CH:9]=1)=[O:16])[C:18]1[CH:23]=[CH:22][CH:21]=[CH:20][CH:19]=1. (5) Given the reactants [F:1][C:2]1[CH:7]=[CH:6][C:5]([CH2:8][O:9][CH2:10]C(OC)=O)=[CH:4][CH:3]=1.C([N-]C(C)C)(C)C.[Li+].C(NC(C)C)(C)C.C([Li])CCC.[Cl:35][CH2:36][CH2:37][CH2:38]I.[Cl-].[NH4+].[C:42]([O:45][CH2:46]C)(=[O:44])C, predict the reaction product. The product is: [Cl:35][CH2:36][CH2:37][CH2:38][C:8]([C:5]1[CH:4]=[CH:3][C:2]([F:1])=[CH:7][CH:6]=1)([O:9][CH3:10])[C:42]([O:45][CH3:46])=[O:44]. (6) Given the reactants [C:1]([O:5][C:6]([NH:8][CH2:9][CH2:10][CH2:11][CH2:12][CH2:13][CH2:14][CH2:15][CH2:16][CH2:17][CH2:18][CH2:19][C:20]([OH:22])=O)=[O:7])([CH3:4])([CH3:3])[CH3:2].C(N1C=CN=C1)([N:25]1C=CN=C1)=O.N, predict the reaction product. The product is: [C:1]([O:5][C:6](=[O:7])[NH:8][CH2:9][CH2:10][CH2:11][CH2:12][CH2:13][CH2:14][CH2:15][CH2:16][CH2:17][CH2:18][CH2:19][C:20](=[O:22])[NH2:25])([CH3:4])([CH3:3])[CH3:2]. (7) The product is: [OH:6][CH:5]([CH2:4][OH:3])[CH2:7][CH2:8][O:9][C:10]1[CH:18]=[C:17]([F:19])[CH:16]=[C:15]([NH:20][C:21]2[CH:26]=[CH:25][C:24]([I:27])=[CH:23][C:22]=2[F:28])[C:11]=1[C:12]([NH2:14])=[O:13]. Given the reactants CC1(C)[O:6][CH:5]([CH2:7][CH2:8][O:9][C:10]2[CH:18]=[C:17]([F:19])[CH:16]=[C:15]([NH:20][C:21]3[CH:26]=[CH:25][C:24]([I:27])=[CH:23][C:22]=3[F:28])[C:11]=2[C:12]([NH2:14])=[O:13])[CH2:4][O:3]1.Cl, predict the reaction product. (8) Given the reactants [C:1]([O:5][C:6]([N:8]1[CH2:13][CH2:12][CH:11]([NH:14][C:15]2[CH:20]=[CH:19][CH:18]=[CH:17][C:16]=2[CH2:21][N:22]2C(=O)C3=CC=CC=C3C2=O)[CH2:10][CH2:9]1)=[O:7])([CH3:4])([CH3:3])[CH3:2].O.NN, predict the reaction product. The product is: [C:1]([O:5][C:6]([N:8]1[CH2:9][CH2:10][CH:11]([NH:14][C:15]2[CH:20]=[CH:19][CH:18]=[CH:17][C:16]=2[CH2:21][NH2:22])[CH2:12][CH2:13]1)=[O:7])([CH3:4])([CH3:2])[CH3:3].